Dataset: Catalyst prediction with 721,799 reactions and 888 catalyst types from USPTO. Task: Predict which catalyst facilitates the given reaction. (1) Reactant: [CH3:1][C:2]1[CH:7]=[C:6]([C:8]2[N:12]([C:13]3[CH:18]=[CH:17][C:16]([S:19]([CH3:22])(=[O:21])=[O:20])=[C:15]([F:23])[CH:14]=3)[N:11]=[C:10]([C:24]([F:27])([F:26])[F:25])[CH:9]=2)[CH:5]=[CH:4][C:3]=1[OH:28].[Cl-:29].O. Product: [Cl:29][C:4]1[CH:5]=[C:6]([C:8]2[N:12]([C:13]3[CH:18]=[CH:17][C:16]([S:19]([CH3:22])(=[O:21])=[O:20])=[C:15]([F:23])[CH:14]=3)[N:11]=[C:10]([C:24]([F:25])([F:26])[F:27])[CH:9]=2)[CH:7]=[C:2]([CH3:1])[C:3]=1[OH:28]. The catalyst class is: 2. (2) Reactant: [Cl:1][C:2]1[CH:9]=[C:8]([O:10][CH2:11][C:12]2[CH:17]=[CH:16][CH:15]=[CH:14][CH:13]=2)[CH:7]=[C:6]([Cl:18])[C:3]=1[CH:4]=[O:5].[BH4-].[Na+].[Cl-].[NH4+]. Product: [Cl:1][C:2]1[CH:9]=[C:8]([O:10][CH2:11][C:12]2[CH:17]=[CH:16][CH:15]=[CH:14][CH:13]=2)[CH:7]=[C:6]([Cl:18])[C:3]=1[CH2:4][OH:5]. The catalyst class is: 8.